Dataset: Catalyst prediction with 721,799 reactions and 888 catalyst types from USPTO. Task: Predict which catalyst facilitates the given reaction. (1) Reactant: C[O:2][C:3]([C@@H:5]1[C@@H:9]([C:10]2[CH:15]=[CH:14][C:13]([Cl:16])=[CH:12][CH:11]=2)[CH2:8][N:7]([CH2:17][C:18]2[CH:23]=[CH:22][CH:21]=[CH:20][CH:19]=2)[CH2:6]1)=O.[H-].[H-].[H-].[H-].[Li+].[Al+3].O.[OH-].[Na+]. Product: [CH2:17]([N:7]1[CH2:8][C@H:9]([C:10]2[CH:11]=[CH:12][C:13]([Cl:16])=[CH:14][CH:15]=2)[C@@H:5]([CH2:3][OH:2])[CH2:6]1)[C:18]1[CH:19]=[CH:20][CH:21]=[CH:22][CH:23]=1. The catalyst class is: 1. (2) Reactant: [CH3:1][NH:2][C:3]1[CH:8]=[CH:7][N:6]=[C:5]([NH2:9])[CH:4]=1.Br[CH2:11][C:12]([C:14]1[CH:19]=[CH:18][CH:17]=[CH:16][C:15]=1[OH:20])=O.CC1C=CC(S(O)(=O)=O)=CC=1. Product: [CH3:1][NH:2][C:3]1[CH:8]=[CH:7][N:6]2[CH:11]=[C:12]([C:14]3[CH:19]=[CH:18][CH:17]=[CH:16][C:15]=3[OH:20])[N:9]=[C:5]2[CH:4]=1. The catalyst class is: 21.